This data is from CYP2D6 inhibition data for predicting drug metabolism from PubChem BioAssay. The task is: Regression/Classification. Given a drug SMILES string, predict its absorption, distribution, metabolism, or excretion properties. Task type varies by dataset: regression for continuous measurements (e.g., permeability, clearance, half-life) or binary classification for categorical outcomes (e.g., BBB penetration, CYP inhibition). Dataset: cyp2d6_veith. (1) The drug is CCOC(=O)c1sc(C)c2c(=O)n(Cc3ccc(Cl)cc3)c(C)nc12. The result is 1 (inhibitor). (2) The molecule is CCSC[C@@H](N)C(=O)O. The result is 0 (non-inhibitor). (3) The result is 1 (inhibitor). The drug is O=C(CCCNS(=O)(=O)c1cccc2nsnc12)NCCc1ccccc1. (4) The compound is O=C(c1ccccc1)N1CCSC1=S. The result is 0 (non-inhibitor). (5) The drug is NC(=S)N/N=C\c1c[nH]c2ccccc12. The result is 0 (non-inhibitor).